From a dataset of Forward reaction prediction with 1.9M reactions from USPTO patents (1976-2016). Predict the product of the given reaction. (1) Given the reactants Br[C:2]1[CH:15]=[C:14]([CH3:16])[C:5]([O:6][Si:7]([C:10]([CH3:13])([CH3:12])[CH3:11])([CH3:9])[CH3:8])=[C:4]([CH3:17])[CH:3]=1.[Cl-].[CH:19]1([Zn+])[CH2:21][CH2:20]1, predict the reaction product. The product is: [C:10]([Si:7]([O:6][C:5]1[C:14]([CH3:16])=[CH:15][C:2]([CH:19]2[CH2:21][CH2:20]2)=[CH:3][C:4]=1[CH3:17])([CH3:9])[CH3:8])([CH3:13])([CH3:12])[CH3:11]. (2) Given the reactants C(OC([N:8]1[CH2:12][CH2:11][CH2:10][CH:9]1[CH2:13][NH:14][C:15]1[CH:20]=[CH:19][C:18]([C:21]2[CH:22]=[N:23][CH:24]=[CH:25][CH:26]=2)=[CH:17][C:16]=1[O:27][C:28]1[CH:33]=[CH:32][C:31]([O:34]C)=[CH:30][CH:29]=1)=O)(C)(C)C.C([O-])(O)=O.[Na+], predict the reaction product. The product is: [N:23]1[CH:24]=[CH:25][CH:26]=[C:21]([C:18]2[CH:19]=[CH:20][C:15]([NH:14][CH2:13][C@@H:9]3[CH2:10][CH2:11][CH2:12][NH:8]3)=[C:16]([CH:17]=2)[O:27][C:28]2[CH:29]=[CH:30][C:31]([OH:34])=[CH:32][CH:33]=2)[CH:22]=1. (3) Given the reactants F[C:2]1[CH:7]=[CH:6][CH:5]=[C:4]([C:8]([F:11])([F:10])[F:9])[C:3]=1[C:12]1[CH:13]=[CH:14][C:15]2[C:20]([NH:21][CH3:22])=[N:19][C:18]([NH2:23])=[N:17][C:16]=2[N:24]=1.[NH:25]1[CH2:30][CH2:29][CH2:28][CH2:27][CH2:26]1.C(=O)([O-])[O-].[K+].[K+], predict the reaction product. The product is: [CH3:22][NH:21][C:20]1[C:15]2[CH:14]=[CH:13][C:12]([C:3]3[C:4]([C:8]([F:11])([F:10])[F:9])=[CH:5][CH:6]=[CH:7][C:2]=3[N:25]3[CH2:30][CH2:29][CH2:28][CH2:27][CH2:26]3)=[N:24][C:16]=2[N:17]=[C:18]([NH2:23])[N:19]=1.